Dataset: Reaction yield outcomes from USPTO patents with 853,638 reactions. Task: Predict the reaction yield, written as a fraction of the theoretical maximum amount of product (1.0 means a 100% yield; for example, 0.34 means a 34% yield). (1) The reactants are C(O)C.C(=O)(O)O.[NH2:8][C:9]([NH2:11])=[NH:10].[C:12](OCC)(=[O:17])[CH2:13][C:14]([CH3:16])=O. The catalyst is O. The product is [NH2:10][C:9]1[NH:11][C:12](=[O:17])[CH:13]=[C:14]([CH3:16])[N:8]=1. The yield is 0.680. (2) The reactants are [F:1][C:2]1[CH:3]=[C:4]([NH:24][C:25](=[O:36])[CH2:26][C:27]([NH:29][C:30]2[CH:31]=[N:32][CH:33]=[CH:34][CH:35]=2)=[O:28])[CH:5]=[CH:6][C:7]=1[O:8][C:9]1[CH:14]=[CH:13][N:12]=[C:11]2[CH:15]=[C:16](C3N(C)C=CN=3)[S:17][C:10]=12.FC1C=C(N)C=CC=1OC1C=CN=C2C=C([C:54]3[N:55]([CH3:59])[CH:56]=[CH:57][N:58]=3)SC=12.CCCCCCCCCCCCN. No catalyst specified. The product is [F:1][C:2]1[CH:3]=[C:4]([NH:24][C:25](=[O:36])[CH2:26][C:27]([NH:29][C:30]2[CH:31]=[N:32][CH:33]=[CH:34][CH:35]=2)=[O:28])[CH:5]=[CH:6][C:7]=1[O:8][C:9]1[CH:14]=[CH:13][N:12]=[C:11]2[CH:15]=[C:16]([C:56]3[N:55]([CH3:59])[CH:54]=[N:58][CH:57]=3)[S:17][C:10]=12. The yield is 0.330. (3) The reactants are [F:1][CH:2]([F:18])[S:3]([C:5]1[C:14](=[O:15])[C:13]2[C:8](=[CH:9][C:10]([F:16])=[CH:11][CH:12]=2)[N:7]([CH3:17])[CH:6]=1)=[O:4].C1C=C(Cl)C=C(C(OO)=[O:27])C=1. The catalyst is C(Cl)Cl. The product is [F:18][CH:2]([F:1])[S:3]([C:5]1[C:14](=[O:15])[C:13]2[C:8](=[CH:9][C:10]([F:16])=[CH:11][CH:12]=2)[N:7]([CH3:17])[CH:6]=1)(=[O:27])=[O:4]. The yield is 0.320. (4) The product is [O:20]=[C:17]1[C:8]2[CH:9]=[CH:10][CH:11]=[C:12]3[O:13][C:14]4[CH:15]=[CH:16][C:3]([CH2:2][NH:1][C:47]([CH:46]5[CH2:50][CH2:51][CH2:52][NH:45]5)=[O:48])=[CH:4][C:5]=4[C:6]([C:7]=23)=[N:19][NH:18]1. The yield is 0.540. The catalyst is CN(C=O)C.N1CCCCC1. The reactants are [NH2:1][CH2:2][C:3]1[CH:16]=[CH:15][C:14]2[O:13][C:12]3[C:7]4=[C:8]([C:17](=[O:20])[NH:18][N:19]=[C:6]4[C:5]=2[CH:4]=1)[CH:9]=[CH:10][CH:11]=3.C(N(CC)CC)C.C([N:45]1[CH2:52][CH2:51][CH2:50][C@H:46]1[C:47](Cl)=[O:48])(OCC1C2C(=CC=CC=2)C2C1=CC=CC=2)=O.O. (5) The reactants are [CH3:1][S:2]([N:5]1[CH2:10][CH2:9][NH:8][CH2:7][CH2:6]1)(=[O:4])=[O:3].[C:11](#[N:14])[CH:12]=[CH2:13]. The catalyst is CO. The product is [CH3:1][S:2]([N:5]1[CH2:10][CH2:9][N:8]([CH2:13][CH2:12][C:11]#[N:14])[CH2:7][CH2:6]1)(=[O:4])=[O:3]. The yield is 0.990.